From a dataset of Forward reaction prediction with 1.9M reactions from USPTO patents (1976-2016). Predict the product of the given reaction. Given the reactants [H-].[Na+].[Br:3][C:4]1[CH:9]=[C:8]([CH3:10])[C:7]([OH:11])=[C:6]([CH3:12])[CH:5]=1.Br[CH2:14][C:15]([OH:17])=[O:16], predict the reaction product. The product is: [Br:3][C:4]1[CH:9]=[C:8]([CH3:10])[C:7]([O:11][CH2:14][C:15]([OH:17])=[O:16])=[C:6]([CH3:12])[CH:5]=1.